Task: Predict which catalyst facilitates the given reaction.. Dataset: Catalyst prediction with 721,799 reactions and 888 catalyst types from USPTO (1) Reactant: C(OC([NH:11][C@@H:12]([CH2:28][CH3:29])[CH:13]([O:20][Si:21]([C:24]([CH3:27])([CH3:26])[CH3:25])([CH3:23])[CH3:22])[CH2:14][C:15](OCC)=[O:16])=O)C1C=CC=CC=1. Product: [Si:21]([O:20][C@H:13]1[C@H:12]([CH2:28][CH3:29])[NH:11][C:15](=[O:16])[CH2:14]1)([C:24]([CH3:27])([CH3:26])[CH3:25])([CH3:23])[CH3:22].[Si:21]([O:20][C@@H:13]1[C@H:12]([CH2:28][CH3:29])[NH:11][C:15](=[O:16])[CH2:14]1)([C:24]([CH3:27])([CH3:26])[CH3:25])([CH3:23])[CH3:22]. The catalyst class is: 129. (2) Reactant: [C:1]([O:5][C:6]([N:8]1[CH2:14][CH2:13][CH2:12][N:11]([C:15]2[CH:20]=[C:19]([C:21]3[CH:26]=[CH:25][CH:24]=[C:23]([C:27]([F:30])([F:29])[F:28])[CH:22]=3)[N:18]=[C:17](SC)[N:16]=2)[CH2:10][CH2:9]1)=[O:7])([CH3:4])([CH3:3])[CH3:2].[S:33]([O-:38])(O[O-])(=O)=[O:34].[K+].[K+].O.[C:42](#N)C. Product: [C:1]([O:5][C:6]([N:8]1[CH2:14][CH2:13][CH2:12][N:11]([C:15]2[CH:20]=[C:19]([C:21]3[CH:26]=[CH:25][CH:24]=[C:23]([C:27]([F:28])([F:29])[F:30])[CH:22]=3)[N:18]=[C:17]([S:33]([CH3:42])(=[O:38])=[O:34])[N:16]=2)[CH2:10][CH2:9]1)=[O:7])([CH3:4])([CH3:2])[CH3:3]. The catalyst class is: 13. (3) Reactant: [Cl:1][CH2:2][C:3](Cl)=[O:4].[C:6]([C:10]1[O:14][N:13]=[C:12]([NH2:15])[CH:11]=1)([CH3:9])([CH3:8])[CH3:7].N1C=CC=CC=1. Product: [C:6]([C:10]1[O:14][N:13]=[C:12]([NH:15][C:3](=[O:4])[CH2:2][Cl:1])[CH:11]=1)([CH3:9])([CH3:8])[CH3:7]. The catalyst class is: 4. (4) Reactant: [CH3:1][C:2]1[S:3][C:4]2[CH:10]=[C:9]([S:11](Cl)(=[O:13])=[O:12])[CH:8]=[CH:7][C:5]=2[N:6]=1.[CH2:15]([NH:21][CH2:22][CH2:23][CH2:24][CH2:25][CH2:26][CH3:27])[CH2:16][CH2:17][CH2:18][CH2:19][CH3:20].CCCCCC. Product: [CH2:22]([N:21]([CH2:15][CH2:16][CH2:17][CH2:18][CH2:19][CH3:20])[S:11]([C:9]1[CH:8]=[CH:7][C:5]2[N:6]=[C:2]([CH3:1])[S:3][C:4]=2[CH:10]=1)(=[O:13])=[O:12])[CH2:23][CH2:24][CH2:25][CH2:26][CH3:27]. The catalyst class is: 789. (5) Reactant: [CH:1]1([CH2:6][C@H:7]([CH2:34][N:35]([CH:44]=[O:45])[O:36]CC2C=CC=CC=2)[C:8]([N:10]2[C@H:14]([C:15]([NH:17][C:18]3[CH:23]=[CH:22][N:21]=[CH:20][N:19]=3)=[O:16])[CH2:13][CH2:12][N:11]2C(OCC2C=CC=CC=2)=O)=[O:9])[CH2:5][CH2:4][CH2:3][CH2:2]1. Product: [CH:1]1([CH2:6][C@H:7]([CH2:34][N:35]([CH:44]=[O:45])[OH:36])[C:8]([N:10]2[C@H:14]([C:15]([NH:17][C:18]3[CH:23]=[CH:22][N:21]=[CH:20][N:19]=3)=[O:16])[CH2:13][CH2:12][NH:11]2)=[O:9])[CH2:2][CH2:3][CH2:4][CH2:5]1. The catalyst class is: 563. (6) Product: [Cl:1][C:2]1[CH:7]=[CH:6][CH:5]=[CH:4][C:3]=1[CH:8]([OH:12])[C:9]1[N:18]([CH2:17][CH2:16][CH2:15][O:14][CH3:13])[C:19](=[S:22])[NH:20][N:21]=1. The catalyst class is: 3. Reactant: [Cl:1][C:2]1[CH:7]=[CH:6][CH:5]=[CH:4][C:3]=1[CH:8]([OH:12])[C:9](O)=O.[CH3:13][O:14][CH2:15][CH2:16][CH2:17][NH:18][C:19](=[S:22])[NH:20][NH2:21]. (7) Reactant: Br[C:2]1[CH:3]=[C:4]2[C:8](=[C:9]([C:11]([NH2:13])=[O:12])[CH:10]=1)[NH:7][CH:6]=[C:5]2[CH:14]1[CH2:19][CH2:18][N:17]([S:20]([CH2:23][CH3:24])(=[O:22])=[O:21])[CH2:16][CH2:15]1.C(=O)([O-])[O-].[Cs+].[Cs+].[CH3:31][C:32]([O:35][C:36]([N:38]1[CH2:43][CH2:42][N:41]([C:44]2[N:49]=[CH:48][C:47](B(O)O)=[CH:46][CH:45]=2)[CH2:40][CH2:39]1)=[O:37])([CH3:34])[CH3:33]. Product: [NH2:13][C:11]([C:9]1[CH:10]=[C:2]([C:47]2[CH:46]=[CH:45][C:44]([N:41]3[CH2:42][CH2:43][N:38]([C:36]([O:35][C:32]([CH3:34])([CH3:33])[CH3:31])=[O:37])[CH2:39][CH2:40]3)=[N:49][CH:48]=2)[CH:3]=[C:4]2[C:8]=1[NH:7][CH:6]=[C:5]2[CH:14]1[CH2:19][CH2:18][N:17]([S:20]([CH2:23][CH3:24])(=[O:22])=[O:21])[CH2:16][CH2:15]1)=[O:12]. The catalyst class is: 70.